From a dataset of Catalyst prediction with 721,799 reactions and 888 catalyst types from USPTO. Predict which catalyst facilitates the given reaction. (1) Reactant: ClC(OCC)=O.Cl.[Br:8][C:9]1[N:14]=[CH:13][C:12]([C@@H:15]2[CH2:17][C@H:16]2[C:18]([OH:20])=O)=[CH:11][CH:10]=1.CCN(CC)CC.[N-:28]=[N+:29]=[N-:30].[Na+]. Product: [Br:8][C:9]1[N:14]=[CH:13][C:12]([C@@H:15]2[CH2:17][C@H:16]2[C:18]([N:28]=[N+:29]=[N-:30])=[O:20])=[CH:11][CH:10]=1. The catalyst class is: 95. (2) Reactant: [Cl:1][C:2]1[CH:3]=[C:4]([NH:9][C:10]2[C:19]3[C:14](=[CH:15][C:16](F)=[C:17]([N+:20]([O-:22])=[O:21])[CH:18]=3)[N:13]=[CH:12][N:11]=2)[CH:5]=[CH:6][C:7]=1[F:8].C[Si](C)(C)[O-].[K+].[CH3:30][C:31]1([CH2:35][OH:36])[CH2:34][O:33][CH2:32]1. Product: [Cl:1][C:2]1[CH:3]=[C:4]([NH:9][C:10]2[C:19]3[C:14](=[CH:15][C:16]([O:36][CH2:35][C:31]4([CH3:30])[CH2:34][O:33][CH2:32]4)=[C:17]([N+:20]([O-:22])=[O:21])[CH:18]=3)[N:13]=[CH:12][N:11]=2)[CH:5]=[CH:6][C:7]=1[F:8]. The catalyst class is: 3. (3) Reactant: [OH-].[K+].[C:3]([C:6]1[CH:11]=[CH:10][CH:9]=[CH:8][CH:7]=1)(=[O:5])[CH3:4].Cl. Product: [C:6]1([C@@H:3]([OH:5])[CH3:4])[CH:11]=[CH:10][CH:9]=[CH:8][CH:7]=1. The catalyst class is: 41. (4) The catalyst class is: 3. Product: [F:1][C:2]1[C:20]([F:21])=[CH:19][C:18]([I:22])=[CH:17][C:3]=1[C:4]([C:6](=[CH:12][NH:13][CH2:14][CH2:15][O:16][Si:28]([C:31]([CH3:34])([CH3:33])[CH3:32])([CH3:30])[CH3:29])[C:7]([O:9][CH2:10][CH3:11])=[O:8])=[O:5]. Reactant: [F:1][C:2]1[C:20]([F:21])=[CH:19][C:18]([I:22])=[CH:17][C:3]=1[C:4]([C:6](=[CH:12][NH:13][CH2:14][CH2:15][OH:16])[C:7]([O:9][CH2:10][CH3:11])=[O:8])=[O:5].N1C=CN=C1.[Si:28](Cl)([C:31]([CH3:34])([CH3:33])[CH3:32])([CH3:30])[CH3:29].O. (5) Reactant: Cl.[O:2]=[C:3]1[NH:12][C:11]2[N:10]=[CH:9][CH:8]=[C:7]([O:13][C:14]3[CH:15]=[CH:16][C:17]4[O:21][C@@H:20]5[C@@H:22]([NH:23][C:24]([C:26]6[CH:45]=[CH:44][C:29]([CH2:30][N:31]7[CH2:36][CH2:35][N:34](C(OC(C)(C)C)=O)[CH2:33][CH2:32]7)=[C:28]([C:46]([F:49])([F:48])[F:47])[CH:27]=6)=[O:25])[C@@H:19]5[C:18]=4[CH:50]=3)[C:6]=2[CH2:5][CH2:4]1. Product: [O:2]=[C:3]1[NH:12][C:11]2[N:10]=[CH:9][CH:8]=[C:7]([O:13][C:14]3[CH:15]=[CH:16][C:17]4[O:21][C@@H:20]5[C@@H:22]([NH:23][C:24](=[O:25])[C:26]6[CH:45]=[CH:44][C:29]([CH2:30][N:31]7[CH2:32][CH2:33][NH:34][CH2:35][CH2:36]7)=[C:28]([C:46]([F:47])([F:49])[F:48])[CH:27]=6)[C@@H:19]5[C:18]=4[CH:50]=3)[C:6]=2[CH2:5][CH2:4]1. The catalyst class is: 425. (6) Reactant: C[O:2][C:3](=[O:40])[CH2:4][C@H:5]1[C:9]2[CH:10]=[CH:11][C:12]([O:14][C@H:15]3[C:23]4[C:18](=[C:19]([O:25][C:26]5[CH:31]=[CH:30][C:29]([C:32]6[CH:37]=[CH:36][CH:35]=[C:34]([CH3:38])[N:33]=6)=[CH:28][C:27]=5[F:39])[CH:20]=[CH:21][C:22]=4[F:24])[CH2:17][CH2:16]3)=[CH:13][C:8]=2[O:7][CH2:6]1.[OH-].[K+]. Product: [F:24][C:22]1[CH:21]=[CH:20][C:19]([O:25][C:26]2[CH:31]=[CH:30][C:29]([C:32]3[CH:37]=[CH:36][CH:35]=[C:34]([CH3:38])[N:33]=3)=[CH:28][C:27]=2[F:39])=[C:18]2[C:23]=1[C@H:15]([O:14][C:12]1[CH:11]=[CH:10][C:9]3[C@H:5]([CH2:4][C:3]([OH:40])=[O:2])[CH2:6][O:7][C:8]=3[CH:13]=1)[CH2:16][CH2:17]2. The catalyst class is: 8.